Dataset: Peptide-MHC class I binding affinity with 185,985 pairs from IEDB/IMGT. Task: Regression. Given a peptide amino acid sequence and an MHC pseudo amino acid sequence, predict their binding affinity value. This is MHC class I binding data. (1) The peptide sequence is GQYKGAGSVF. The MHC is HLA-A30:02 with pseudo-sequence HLA-A30:02. The binding affinity (normalized) is 0.358. (2) The peptide sequence is IVMDNDDNI. The MHC is HLA-A02:01 with pseudo-sequence HLA-A02:01. The binding affinity (normalized) is 0.436. (3) The peptide sequence is KAGQYVTIW. The MHC is HLA-A31:01 with pseudo-sequence HLA-A31:01. The binding affinity (normalized) is 0. (4) The peptide sequence is NSNINVINY. The MHC is HLA-B48:01 with pseudo-sequence HLA-B48:01. The binding affinity (normalized) is 0.0847. (5) The peptide sequence is FYGGWHNML. The MHC is HLA-A30:02 with pseudo-sequence HLA-A30:02. The binding affinity (normalized) is 0. (6) The peptide sequence is GSSIGKMFES. The MHC is HLA-B57:01 with pseudo-sequence HLA-B57:01. The binding affinity (normalized) is 0.306. (7) The peptide sequence is RSLYNTVATLY. The MHC is HLA-A31:01 with pseudo-sequence HLA-A31:01. The binding affinity (normalized) is 0.0754.